Task: Predict the reaction yield, written as a fraction of the theoretical maximum amount of product (1.0 means a 100% yield; for example, 0.34 means a 34% yield).. Dataset: Reaction yield outcomes from USPTO patents with 853,638 reactions (1) The reactants are [O:1]1[C:5]2[CH:6]=[CH:7][C:8]([CH2:10][CH2:11][C:12]([NH:14][C:15]3[CH:42]=[CH:41][C:18]([C:19]([NH:21][N:22]=[C:23]4[C:31]5[C:26](=[CH:27][CH:28]=[C:29]([I:32])[CH:30]=5)[N:25]([CH2:33][CH2:34][CH2:35][C:36]([O:38]C)=[O:37])[C:24]4=[O:40])=[O:20])=[CH:17][CH:16]=3)=[O:13])=[CH:9][C:4]=2[O:3][CH2:2]1.[OH-].[Na+]. The catalyst is C1COCC1.O. The product is [O:1]1[C:5]2[CH:6]=[CH:7][C:8]([CH2:10][CH2:11][C:12]([NH:14][C:15]3[CH:16]=[CH:17][C:18]([C:19]([NH:21]/[N:22]=[C:23]4\[C:24](=[O:40])[N:25]([CH2:33][CH2:34][CH2:35][C:36]([OH:38])=[O:37])[C:26]5[C:31]\4=[CH:30][C:29]([I:32])=[CH:28][CH:27]=5)=[O:20])=[CH:41][CH:42]=3)=[O:13])=[CH:9][C:4]=2[O:3][CH2:2]1. The yield is 0.580. (2) The yield is 0.350. The product is [C:20]([O:19][C:17]([NH:1][CH2:2][C@H:3]1[CH2:7][CH2:6][C@@H:5]([C:8]([OH:10])=[O:9])[CH2:4]1)=[O:18])([CH3:23])([CH3:22])[CH3:21]. The reactants are [NH2:1][CH2:2][C@H:3]1[CH2:7][CH2:6][C@@H:5]([C:8]([OH:10])=[O:9])[CH2:4]1.C([O-])([O-])=O.[Na+].[Na+].[C:17](O[C:17]([O:19][C:20]([CH3:23])([CH3:22])[CH3:21])=[O:18])([O:19][C:20]([CH3:23])([CH3:22])[CH3:21])=[O:18].Cl. The catalyst is C1COCC1.O.CCOC(C)=O. (3) The catalyst is C1(C)C=CC=CC=1.C1C=CC(/C=C/C(/C=C/C2C=CC=CC=2)=O)=CC=1.C1C=CC(/C=C/C(/C=C/C2C=CC=CC=2)=O)=CC=1.C1C=CC(/C=C/C(/C=C/C2C=CC=CC=2)=O)=CC=1.[Pd].[Pd]. The yield is 0.400. The product is [O:19]1[CH2:20][CH2:21][N:16]([C:2]2[C:7]3[O:8][CH2:9][CH2:10][O:11][C:6]=3[C:5]([NH:12][C:13](=[O:15])[CH3:14])=[CH:4][CH:3]=2)[CH2:17][CH2:18]1. The reactants are Br[C:2]1[C:7]2[O:8][CH2:9][CH2:10][O:11][C:6]=2[C:5]([NH:12][C:13](=[O:15])[CH3:14])=[CH:4][CH:3]=1.[NH:16]1[CH2:21][CH2:20][O:19][CH2:18][CH2:17]1.CC(C1C=C(C(C)C)C(C2C=CC=CC=2P(C2CCCCC2)C2CCCCC2)=C(C(C)C)C=1)C.CC(C)([O-])C.[K+]. (4) The reactants are [N+]([C:4]1[NH:5][CH:6]=[C:7]([N+:9]([O-:11])=[O:10])[N:8]=1)([O-])=O.[CH2:12]([O:16][Si](C(C)(C)C)(C)C)[C@H:13]1[O:15][CH2:14]1.Br[CH2:25][C:26]1[CH:31]=[CH:30][C:29]([C:32]2[CH:37]=[CH:36][C:35]([O:38][C:39]([F:42])([F:41])[F:40])=[CH:34][C:33]=2[Cl:43])=[CH:28][CH:27]=1.[H-].[Na+]. The catalyst is CN(C=O)C. The product is [Cl:43][C:33]1[CH:34]=[C:35]([O:38][C:39]([F:42])([F:41])[F:40])[CH:36]=[CH:37][C:32]=1[C:29]1[CH:30]=[CH:31][C:26]([CH2:25][O:15][C@@H:13]2[CH2:12][O:16][C:4]3=[N:8][C:7]([N+:9]([O-:11])=[O:10])=[CH:6][N:5]3[CH2:14]2)=[CH:27][CH:28]=1. The yield is 0.800. (5) The reactants are [Br:1][C:2]1[CH:7]=[CH:6][C:5]([C:8]2([C:12](O)=[O:13])[CH2:11][CH2:10][CH2:9]2)=[CH:4][CH:3]=1. The catalyst is O1CCOCC1.C(OCC)(=O)C. The product is [Br:1][C:2]1[CH:3]=[CH:4][C:5]([C:8]2([CH2:12][OH:13])[CH2:11][CH2:10][CH2:9]2)=[CH:6][CH:7]=1. The yield is 0.620.